From a dataset of SARS-CoV-2 main protease (3CLPro) crystallographic fragment screen with 879 compounds. Binary Classification. Given a drug SMILES string, predict its activity (active/inactive) in a high-throughput screening assay against a specified biological target. (1) The drug is O=C(CCl)N1CCC(C(=O)N2CCCCC2)CC1. The result is 1 (active). (2) The compound is FC(F)(F)c1ccc(CN2CCOCC2)cc1. The result is 0 (inactive). (3) The molecule is Cc1ccc(CC(=O)NC[C@@H]2CCCO2)cc1. The result is 0 (inactive).